From a dataset of Catalyst prediction with 721,799 reactions and 888 catalyst types from USPTO. Predict which catalyst facilitates the given reaction. Reactant: [NH:1]([C:3]1[C:8]([O:9][CH3:10])=[CH:7][C:6]([N+:11]([O-:13])=[O:12])=[CH:5][N:4]=1)[NH2:2].[F:14][CH:15]([F:24])[C:16](O[C:16](=[O:17])[CH:15]([F:24])[F:14])=[O:17]. Product: [F:14][CH:15]([F:24])[C:16]([NH:2][NH:1][C:3]1[C:8]([O:9][CH3:10])=[CH:7][C:6]([N+:11]([O-:13])=[O:12])=[CH:5][N:4]=1)=[O:17]. The catalyst class is: 12.